Dataset: Full USPTO retrosynthesis dataset with 1.9M reactions from patents (1976-2016). Task: Predict the reactants needed to synthesize the given product. Given the product [CH3:12][O:11][C:7]1[CH:6]=[C:5]([C:3]2[CH:19]=[C:14]3[N:13]([CH:2]=2)[CH:18]=[CH:17][CH:16]=[CH:15]3)[CH:10]=[CH:9][CH:8]=1, predict the reactants needed to synthesize it. The reactants are: Br[CH2:2][C:3]([C:5]1[CH:10]=[CH:9][CH:8]=[C:7]([O:11][CH3:12])[CH:6]=1)=O.[N:13]1[CH:18]=[CH:17][CH:16]=[CH:15][C:14]=1[CH3:19].C(=O)([O-])[O-].[K+].[K+].